Dataset: Catalyst prediction with 721,799 reactions and 888 catalyst types from USPTO. Task: Predict which catalyst facilitates the given reaction. (1) Reactant: [Cl:1][C:2]1[CH:7]=[C:6]([O:8][CH3:9])[CH:5]=[CH:4][C:3]=1[C:10](=O)[CH:11]([CH3:15])[CH2:12][CH:13]=O.[NH2:17][N:18]1[C:22](=[O:23])[C:21]2=[CH:24][CH:25]=[CH:26][CH:27]=[C:20]2[C:19]1=[O:28]. Product: [Cl:1][C:2]1[CH:7]=[C:6]([O:8][CH3:9])[CH:5]=[CH:4][C:3]=1[C:10]1[N:17]([N:18]2[C:22](=[O:23])[C:21]3[C:20](=[CH:27][CH:26]=[CH:25][CH:24]=3)[C:19]2=[O:28])[CH:13]=[CH:12][C:11]=1[CH3:15]. The catalyst class is: 89. (2) Reactant: [OH:1][CH2:2][C@:3]12[CH2:10][C@H:9]([NH:11][C:12](=[O:18])[O:13][C:14]([CH3:17])([CH3:16])[CH3:15])[C@H:8]([Se]C3C=CC=CC=3)[C@H:4]1[O:5][CH2:6][CH2:7]2.CC(N=NC(C#N)(C)C)(C#N)C.C[Si]([SiH]([Si](C)(C)C)[Si](C)(C)C)(C)C. Product: [OH:1][CH2:2][C@:3]12[CH2:10][C@H:9]([NH:11][C:12](=[O:18])[O:13][C:14]([CH3:16])([CH3:15])[CH3:17])[CH2:8][C@H:4]1[O:5][CH2:6][CH2:7]2. The catalyst class is: 11. (3) Reactant: [CH3:1][O:2][C:3]1[CH:4]=[C:5]([CH2:20][C:21]([O:23]C2C(F)=C(F)C(F)=C(F)C=2F)=O)[CH:6]=[CH:7][C:8]=1[NH:9][C:10]([NH:12][C:13]1[CH:18]=[CH:17][CH:16]=[CH:15][C:14]=1[CH3:19])=[O:11].[Cl:35][C:36]1[C:37]([O:46][CH2:47][CH:48]2[CH2:52][CH2:51][CH2:50][NH:49]2)=[N:38][CH:39]=[C:40]([C:42]([O:44][CH3:45])=[O:43])[CH:41]=1.CCN(CC)CC. Product: [Cl:35][C:36]1[C:37]([O:46][CH2:47][CH:48]2[CH2:52][CH2:51][CH2:50][N:49]2[C:21](=[O:23])[CH2:20][C:5]2[CH:6]=[CH:7][C:8]([NH:9][C:10]([NH:12][C:13]3[CH:18]=[CH:17][CH:16]=[CH:15][C:14]=3[CH3:19])=[O:11])=[C:3]([O:2][CH3:1])[CH:4]=2)=[N:38][CH:39]=[C:40]([C:42]([O:44][CH3:45])=[O:43])[CH:41]=1. The catalyst class is: 31. (4) Reactant: [CH3:1][O:2][C:3]1[C:8]([NH2:9])=[C:7]([CH3:10])[N:6]=[C:5]([N:11]([CH2:15][CH2:16][CH3:17])[CH2:12][CH2:13][CH3:14])[N:4]=1.[CH3:18][C:19]1[CH:24]=[C:23]([CH3:25])[CH:22]=[C:21]([CH3:26])[C:20]=1Br.C1(P(C2C=CC=CC=2)C2C=CC3C(=CC=CC=3)C=2C2C3C(=CC=CC=3)C=CC=2P(C2C=CC=CC=2)C2C=CC=CC=2)C=CC=CC=1.CC(C)([O-])C.[Na+]. Product: [C:19]1([CH3:18])[CH:24]=[C:23]([CH3:25])[CH:22]=[C:21]([CH3:26])[C:20]=1[NH:9][C:8]1[C:3]([O:2][CH3:1])=[N:4][C:5]([N:11]([CH2:15][CH2:16][CH3:17])[CH2:12][CH2:13][CH3:14])=[N:6][C:7]=1[CH3:10]. The catalyst class is: 101. (5) Reactant: [I-:1].[CH:2]1[C:15]2[C:6](=[S+:7][C:8]3[C:13]([N:14]=2)=[CH:12][CH:11]=[CH:10][CH:9]=3)[CH:5]=[CH:4][CH:3]=1.[CH3:16][O:17][CH2:18][CH2:19][NH:20][CH2:21][CH2:22][O:23][CH3:24].[C:25]([N:32]1[CH2:37][CH2:36][NH:35][CH2:34][CH2:33]1)([O:27][C:28]([CH3:31])([CH3:30])[CH3:29])=[O:26]. Product: [I-:1].[CH3:16][O:17][CH2:18][CH2:19][N:20]([CH2:21][CH2:22][O:23][CH3:24])[C:4]1[CH:3]=[CH:2][C:15]2[C:6]([CH:5]=1)=[S+:7][C:8]1[C:13](=[CH:12][CH:11]=[C:10]([N:35]3[CH2:34][CH2:33][N:32]([C:25]([O:27][C:28]([CH3:31])([CH3:30])[CH3:29])=[O:26])[CH2:37][CH2:36]3)[CH:9]=1)[N:14]=2. The catalyst class is: 147. (6) Reactant: [F:1][C:2]1[CH:22]=[C:21]([F:23])[CH:20]=[CH:19][C:3]=1[CH2:4][N:5]1[C:9]([CH2:10][CH2:11][C:12]([OH:14])=[O:13])=[CH:8][C:7]([O:15][CH:16]([CH3:18])[CH3:17])=[N:6]1.[CH2:24]([S:29]([NH2:32])(=[O:31])=[O:30])[CH2:25][CH2:26][CH2:27][CH3:28].N12CCCN=C1CCCCC2. Product: [C:12]([O-:14])(=[O:13])[CH3:11].[CH3:21][CH2:22][CH2:2][CH2:3][CH2:19][CH3:20].[F:1][C:2]1[CH:22]=[C:21]([F:23])[CH:20]=[CH:19][C:3]=1[CH2:4][N:5]1[C:9]([CH2:10][CH2:11][C:12]([NH:32][S:29]([CH2:24][CH2:25][CH2:26][CH2:27][CH3:28])(=[O:31])=[O:30])=[O:14])=[CH:8][C:7]([O:15][CH:16]([CH3:18])[CH3:17])=[N:6]1. The catalyst class is: 7.